This data is from Forward reaction prediction with 1.9M reactions from USPTO patents (1976-2016). The task is: Predict the product of the given reaction. Given the reactants Br[C:2]1[CH:3]=[C:4]([CH:8]([OH:19])[CH2:9][CH2:10][NH:11][C:12](=[O:18])[O:13][C:14]([CH3:17])([CH3:16])[CH3:15])[CH:5]=[CH:6][CH:7]=1.[C:20]([C:22]1[CH:27]=[CH:26][CH:25]=[CH:24][CH:23]=1)#[CH:21], predict the reaction product. The product is: [OH:19][CH:8]([C:4]1[CH:5]=[CH:6][CH:7]=[C:2]([C:21]#[C:20][C:22]2[CH:27]=[CH:26][CH:25]=[CH:24][CH:23]=2)[CH:3]=1)[CH2:9][CH2:10][NH:11][C:12](=[O:18])[O:13][C:14]([CH3:17])([CH3:16])[CH3:15].